This data is from Catalyst prediction with 721,799 reactions and 888 catalyst types from USPTO. The task is: Predict which catalyst facilitates the given reaction. Reactant: [NH2:1][C:2]1[CH:7]=[C:6]([Cl:8])[C:5]([O:9][CH3:10])=[CH:4][C:3]=1/[CH:11]=[CH:12]/[C:13]([OH:15])=[O:14].[C:16](Cl)(=[O:18])[CH3:17]. The catalyst class is: 17. Product: [C:16]([NH:1][C:2]1[CH:7]=[C:6]([Cl:8])[C:5]([O:9][CH3:10])=[CH:4][C:3]=1/[CH:11]=[CH:12]/[C:13]([OH:15])=[O:14])(=[O:18])[CH3:17].